This data is from NCI-60 drug combinations with 297,098 pairs across 59 cell lines. The task is: Regression. Given two drug SMILES strings and cell line genomic features, predict the synergy score measuring deviation from expected non-interaction effect. (1) Drug 1: C1=C(C(=O)NC(=O)N1)F. Drug 2: CCCCC(=O)OCC(=O)C1(CC(C2=C(C1)C(=C3C(=C2O)C(=O)C4=C(C3=O)C=CC=C4OC)O)OC5CC(C(C(O5)C)O)NC(=O)C(F)(F)F)O. Cell line: NCI-H460. Synergy scores: CSS=33.7, Synergy_ZIP=-3.44, Synergy_Bliss=-13.1, Synergy_Loewe=-13.1, Synergy_HSA=-12.8. (2) Drug 1: CC(C1=C(C=CC(=C1Cl)F)Cl)OC2=C(N=CC(=C2)C3=CN(N=C3)C4CCNCC4)N. Drug 2: C1=CC(=CC=C1CCCC(=O)O)N(CCCl)CCCl. Cell line: MCF7. Synergy scores: CSS=31.1, Synergy_ZIP=0.142, Synergy_Bliss=-0.431, Synergy_Loewe=0.270, Synergy_HSA=1.12.